Dataset: Full USPTO retrosynthesis dataset with 1.9M reactions from patents (1976-2016). Task: Predict the reactants needed to synthesize the given product. (1) Given the product [CH2:19]([N:16]1[CH2:17][CH2:18][CH:13]([NH:12][CH2:6][C:5]2[CH:8]=[CH:9][CH:10]=[CH:11][C:4]=2[N+:1]([O-:3])=[O:2])[CH2:14][CH2:15]1)[C:20]1[CH:21]=[CH:22][CH:23]=[CH:24][CH:25]=1, predict the reactants needed to synthesize it. The reactants are: [N+:1]([C:4]1[CH:11]=[CH:10][CH:9]=[CH:8][C:5]=1[CH:6]=O)([O-:3])=[O:2].[NH2:12][CH:13]1[CH2:18][CH2:17][N:16]([CH2:19][C:20]2[CH:25]=[CH:24][CH:23]=[CH:22][CH:21]=2)[CH2:15][CH2:14]1.[BH4-].[Na+].[Cl-].[NH4+]. (2) Given the product [Cl:34][C:30]1[C:29]([F:35])=[C:28]([CH:33]=[CH:32][CH:31]=1)[NH:27][C:18]1[C:17]2[C:22](=[CH:23][C:24]([O:25][CH3:26])=[C:15]([O:14][CH:10]3[CH2:11][CH2:12][CH2:13][N:8]([C:6](=[O:7])[CH2:5][OH:4])[CH2:9]3)[CH:16]=2)[N:21]=[CH:20][N:19]=1, predict the reactants needed to synthesize it. The reactants are: C([O:4][CH2:5][C:6]([N:8]1[CH2:13][CH2:12][CH2:11][CH:10]([O:14][C:15]2[CH:16]=[C:17]3[C:22](=[CH:23][C:24]=2[O:25][CH3:26])[N:21]=[CH:20][N:19]=[C:18]3[NH:27][C:28]2[CH:33]=[CH:32][CH:31]=[C:30]([Cl:34])[C:29]=2[F:35])[CH2:9]1)=[O:7])(=O)C.C(=O)([O-])[O-].[K+].[K+].